This data is from Drug-target binding data from BindingDB using IC50 measurements. The task is: Regression. Given a target protein amino acid sequence and a drug SMILES string, predict the binding affinity score between them. We predict pIC50 (pIC50 = -log10(IC50 in M); higher means more potent). Dataset: bindingdb_ic50. (1) The compound is CSCC[C@H](N)C(=O)Nc1nc(CC(=O)O)cs1. The target protein (Q67344) has sequence MQIAILVTTVTLHFNQYECDSLADNQVMPCEPIIIERNITEIIYLTNTTIEKEICPKLMEYRNWSRPQCKITGFAPFSKDNSIRLSAGGDIWVTREPYVSCDPGKCYQFALGQGTTLDNKHSNDTIHDRIPHRTLLMNELGVPFHLGTRQVCIAWSSSSCHDGKAWLHVCVTGDDKNATASFIYDGRLVDSMGSWSQNILRTQESECVCINGTCTVVMTDGSASGRADTRILFIEEGKIVHISPLSGSAQHVEECSCYPRYPSVRCICRDNWKGSNRPIVDINIKDYSIDSRYVCSGLVGDTPRNNDRSSSSDCKNPNNDKGNHGVKGWAFDDGNDVWMGRTISKDSRSGYETFKVIDGWSTPNSKSQINRQVIVDRDNRSGYSGIFSVESKGCINRCFYVELIRGRKQETRVWWTSSSIVVFCGTSGTYGKGSWPDGANINFMPI. The pIC50 is 5.1. (2) The small molecule is CCOc1nc2cccc(C(=O)OC(C)OC(=O)OC3CCCCC3)c2n1Cc1ccc(-c2ccccc2-c2nnn[nH]2)cc1. The target protein (Q9Y253) has sequence MATGQDRVVALVDMDCFFVQVEQRQNPHLRNKPCAVVQYKSWKGGGIIAVSYEARAFGVTRSMWADDAKKLCPDLLLAQVRESRGKANLTKYREASVEVMEIMSRFAVIERASIDEAYVDLTSAVQERLQKLQGQPISADLLPSTYIEGLPQGPTTAEETVQKEGMRKQGLFQWLDSLQIDNLTSPDLQLTVGAVIVEEMRAAIERETGFQCSAGISHNKVLAKLACGLNKPNRQTLVSHGSVPQLFSQMPIRKIRSLGGKLGASVIEILGIEYMGELTQFTESQLQSHFGEKNGSWLYAMCRGIEHDPVKPRQLPKTIGCSKNFPGKTALATREQVQWWLLQLAQELEERLTKDRNDNDRVATQLVVSIRVQGDKRLSSLRRCCALTRYDAHKMSHDAFTVIKNCNTSGIQTEWSPPLTMLFLCATKFSASAPSSSTDITSFLSSDPSSLPKVPVTSSEAKTQGSGPAVTATKKATTSLESFFQKAAERQKVKEASLSS.... The pIC50 is 5.0.